This data is from Reaction yield outcomes from USPTO patents with 853,638 reactions. The task is: Predict the reaction yield, written as a fraction of the theoretical maximum amount of product (1.0 means a 100% yield; for example, 0.34 means a 34% yield). (1) The reactants are [CH:1]1([N:6]2[C:14]3[CH:13]=[C:12]([C:15]4[CH:20]=[CH:19][C:18]([CH:21]=O)=[CH:17][C:16]=4[CH3:23])[CH:11]=[C:10]([C:24]([NH:26][CH2:27][C:28]4[C:29](=[O:36])[NH:30][C:31]([CH3:35])=[CH:32][C:33]=4[CH3:34])=[O:25])[C:9]=3[CH:8]=[N:7]2)[CH2:5][CH2:4][CH2:3][CH2:2]1.[NH:37]1[CH2:42][CH2:41][O:40][CH2:39][CH2:38]1.C(O)(=O)C.[BH3-]C#N.[Na+]. The catalyst is CO. The product is [CH:1]1([N:6]2[C:14]3[CH:13]=[C:12]([C:15]4[CH:20]=[CH:19][C:18]([CH2:21][N:37]5[CH2:42][CH2:41][O:40][CH2:39][CH2:38]5)=[CH:17][C:16]=4[CH3:23])[CH:11]=[C:10]([C:24]([NH:26][CH2:27][C:28]4[C:29](=[O:36])[NH:30][C:31]([CH3:35])=[CH:32][C:33]=4[CH3:34])=[O:25])[C:9]=3[CH:8]=[N:7]2)[CH2:2][CH2:3][CH2:4][CH2:5]1. The yield is 0.340. (2) The yield is 0.470. The catalyst is [Cu](I)I. The reactants are Br[CH:2]1[CH2:4][C:3]1([C:11]1[CH:16]=[CH:15][CH:14]=[CH:13][CH:12]=1)[C:5]1[CH:10]=[CH:9][CH:8]=[CH:7][CH:6]=1.[Mg].II.[Br-].[Li+].Cl[P:23]([C:28]([CH3:31])([CH3:30])[CH3:29])[C:24]([CH3:27])([CH3:26])[CH3:25].[CH3:32]CCCCC. The product is [C:5]1([C:3]2([C:11]3[CH:16]=[CH:15][CH:14]=[CH:13][CH:12]=3)[CH2:4][C:2]2([P:23]([C:28]([CH3:31])([CH3:30])[CH3:29])[C:24]([CH3:27])([CH3:26])[CH3:25])[CH3:32])[CH:10]=[CH:9][CH:8]=[CH:7][CH:6]=1. (3) The reactants are [C:1]1(=[O:8])O[C:5](=[O:6])[CH:4]=[C:2]1[CH3:3].[NH2:9][C:10]1[CH:15]=[CH:14][C:13]([Br:16])=[CH:12][N:11]=1. The catalyst is C1(C)C=CC=CC=1. The product is [Br:16][C:13]1[CH:14]=[CH:15][C:10]([N:9]2[C:5](=[O:6])[CH:4]=[C:2]([CH3:3])[C:1]2=[O:8])=[N:11][CH:12]=1. The yield is 0.710. (4) The reactants are [CH3:1][N:2]([CH2:4][C:5]1[CH:6]=[CH:7][C:8]([O:42][CH2:43][CH3:44])=[C:9]([NH:11][C:12]([C@H:14]([NH:26][C:27]([N:29]2[CH2:34][CH2:33][N:32](C(OC(C)(C)C)=O)[CH2:31][CH2:30]2)=[O:28])[C@H:15]([C:17]2[C:25]3[C:20](=[CH:21][CH:22]=[CH:23][CH:24]=3)[NH:19][CH:18]=2)[CH3:16])=[O:13])[CH:10]=1)[CH3:3].FC(F)(F)C(O)=O. No catalyst specified. The product is [CH3:1][N:2]([CH2:4][C:5]1[CH:6]=[CH:7][C:8]([O:42][CH2:43][CH3:44])=[C:9]([NH:11][C:12]([C@H:14]([NH:26][C:27]([N:29]2[CH2:30][CH2:31][NH:32][CH2:33][CH2:34]2)=[O:28])[C@H:15]([C:17]2[C:25]3[C:20](=[CH:21][CH:22]=[CH:23][CH:24]=3)[NH:19][CH:18]=2)[CH3:16])=[O:13])[CH:10]=1)[CH3:3]. The yield is 0.270. (5) The reactants are [F:1][C:2]1[CH:7]=[CH:6][CH:5]=[CH:4][C:3]=1[C:8](=[O:15])[CH2:9][CH:10]([C:13]#[N:14])[C:11]#[N:12].C1COCC1.CCCCCC. The catalyst is C(OCC)(=O)C. The product is [F:1][C:2]1[CH:7]=[CH:6][CH:5]=[CH:4][C:3]=1[C:8](=[O:15])[CH2:9][CH:10]([CH:13]=[NH:14])[C:11]#[N:12]. The yield is 0.659. (6) The reactants are [CH2:1]([C:5]1[N:10]=[C:9]([CH3:11])[N:8]([C:12]2[CH:13]=[C:14]3[C:18](=[CH:19][CH:20]=2)[CH2:17][CH2:16][CH:15]3[OH:21])[C:7](=[O:22])[C:6]=1[CH2:23][C:24]1[CH:29]=[CH:28][C:27]([C:30]2[CH:35]=[CH:34][CH:33]=[CH:32][C:31]=2[C:36]2[NH:40][C:39](=[O:41])[O:38][N:37]=2)=[CH:26][CH:25]=1)[CH2:2][CH2:3][CH3:4].CC(OI1(OC(C)=O)(OC(C)=O)OC(=O)C2C1=CC=CC=2)=O.C(OCC)(=O)C.S([O-])([O-])(=O)=S.[Na+].[Na+]. The catalyst is C(#N)C.O. The product is [CH2:1]([C:5]1[N:10]=[C:9]([CH3:11])[N:8]([C:12]2[CH:13]=[C:14]3[C:18](=[CH:19][CH:20]=2)[CH2:17][CH2:16][C:15]3=[O:21])[C:7](=[O:22])[C:6]=1[CH2:23][C:24]1[CH:29]=[CH:28][C:27]([C:30]2[CH:35]=[CH:34][CH:33]=[CH:32][C:31]=2[C:36]2[NH:40][C:39](=[O:41])[O:38][N:37]=2)=[CH:26][CH:25]=1)[CH2:2][CH2:3][CH3:4]. The yield is 0.820. (7) The reactants are [Br:1][C:2]1[CH:7]=[CH:6][C:5]([CH2:8][C:9]([O:11][CH2:12][CH3:13])=[O:10])=[CH:4][CH:3]=1.C([N-]C(C)C)(C)C.[Li+].C([C:24]([O:26][CH2:27][CH3:28])=[O:25])#N. The catalyst is C1COCC1. The product is [Br:1][C:2]1[CH:3]=[CH:4][C:5]([CH:8]([C:24]([O:26][CH2:27][CH3:28])=[O:25])[C:9]([O:11][CH2:12][CH3:13])=[O:10])=[CH:6][CH:7]=1. The yield is 0.410. (8) The reactants are [OH:1][C:2]1[CH:3]=[C:4]([CH:9]=[CH:10][CH:11]=1)[C:5]([O:7][CH3:8])=[O:6].Cl[CH2:13][C@@H:14]1[CH2:18][O:17][C:16]([CH3:20])([CH3:19])[O:15]1.C([O-])([O-])=O.[K+].[K+].Cl. The catalyst is CN(C=O)C.O. The product is [CH3:19][C:16]1([CH3:20])[O:15][C@H:14]([CH2:13][O:1][C:2]2[CH:3]=[C:4]([CH:9]=[CH:10][CH:11]=2)[C:5]([O:7][CH3:8])=[O:6])[CH2:18][O:17]1. The yield is 0.490.